Dataset: Tyrosyl-DNA phosphodiesterase HTS with 341,365 compounds. Task: Binary Classification. Given a drug SMILES string, predict its activity (active/inactive) in a high-throughput screening assay against a specified biological target. (1) The compound is O=C(N\C(c1ccccc1)=C/CC)C. The result is 0 (inactive). (2) The drug is Brc1cc(N(S(=O)(=O)C)CC(=O)N2CCCCCC2)ccc1. The result is 0 (inactive).